From a dataset of Forward reaction prediction with 1.9M reactions from USPTO patents (1976-2016). Predict the product of the given reaction. The product is: [F:1][C:2]1[CH:11]=[C:10]([F:12])[CH:9]=[C:8]2[C:3]=1[C:4]([C:30]1[C:29]3[C:33](=[C:25]([CH2:24][S:23][CH3:22])[CH:26]=[CH:27][CH:28]=3)[NH:32][CH:31]=1)([CH3:14])[CH2:5][CH2:6][O:7]2. Given the reactants [F:1][C:2]1[CH:11]=[C:10]([F:12])[CH:9]=[C:8]2[C:3]=1[C:4]([CH3:14])(O)[CH2:5][CH2:6][O:7]2.FC(F)(F)C(O)=O.[CH3:22][S:23][CH2:24][C:25]1[CH:26]=[CH:27][CH:28]=[C:29]2[C:33]=1[NH:32][CH:31]=[CH:30]2, predict the reaction product.